Dataset: Forward reaction prediction with 1.9M reactions from USPTO patents (1976-2016). Task: Predict the product of the given reaction. Given the reactants [F:1][C:2]1[CH:25]=[CH:24][C:5]([CH2:6][NH:7][C:8]2[CH:9]=[C:10]([CH:22]=O)[N:11](CC3C=CC(OC)=CC=3)[N:12]=2)=[CH:4][CH:3]=1.[Cl:26][C:27]1[CH:28]=[C:29]2[C:35](I)=[CH:34][N:33]([Si](C(C)C)(C(C)C)C(C)C)[C:30]2=[N:31][CH:32]=1, predict the reaction product. The product is: [Cl:26][C:27]1[CH:28]=[C:29]2[C:35]([CH2:22][C:10]3[NH:11][N:12]=[C:8]([NH:7][CH2:6][C:5]4[CH:4]=[CH:3][C:2]([F:1])=[CH:25][CH:24]=4)[CH:9]=3)=[CH:34][NH:33][C:30]2=[N:31][CH:32]=1.